This data is from Full USPTO retrosynthesis dataset with 1.9M reactions from patents (1976-2016). The task is: Predict the reactants needed to synthesize the given product. (1) Given the product [CH3:13][O:14][C:15]1[N:20]=[C:19]([C:21]2[CH:22]=[C:23]([C:27]3([C:33]([NH:54][S:51]([CH3:50])(=[O:53])=[O:52])=[O:34])[CH2:28][CH2:29][O:30][CH2:31][CH2:32]3)[CH:24]=[CH:25][CH:26]=2)[CH:18]=[C:17]([NH:36][CH2:37][CH2:38][C:39]2[CH:44]=[CH:43][C:42]([O:45][C:46]([F:49])([F:48])[F:47])=[CH:41][CH:40]=2)[N:16]=1, predict the reactants needed to synthesize it. The reactants are: CCN=C=NCCCN(C)C.Cl.[CH3:13][O:14][C:15]1[N:20]=[C:19]([C:21]2[CH:22]=[C:23]([C:27]3([C:33](O)=[O:34])[CH2:32][CH2:31][O:30][CH2:29][CH2:28]3)[CH:24]=[CH:25][CH:26]=2)[CH:18]=[C:17]([NH:36][CH2:37][CH2:38][C:39]2[CH:44]=[CH:43][C:42]([O:45][C:46]([F:49])([F:48])[F:47])=[CH:41][CH:40]=2)[N:16]=1.[CH3:50][S:51]([NH2:54])(=[O:53])=[O:52]. (2) Given the product [Br:1][C:2]1[CH:14]=[CH:13][C:5]([CH2:6][N:7]2[CH2:8][CH2:9][S:10](=[O:23])[CH2:11][CH2:12]2)=[CH:4][CH:3]=1, predict the reactants needed to synthesize it. The reactants are: [Br:1][C:2]1[CH:14]=[CH:13][C:5]([CH2:6][N:7]2[CH2:12][CH2:11][S:10][CH2:9][CH2:8]2)=[CH:4][CH:3]=1.ClC1C=CC=C(C(OO)=[O:23])C=1. (3) Given the product [F:1][C:2]1[CH:10]=[C:9]2[C:5]([C:6]([C:20]3[CH:21]=[N:22][N:23]([C@H:25]4[CH2:26][CH2:27][C@H:28]([OH:31])[CH2:29][CH2:30]4)[CH:24]=3)=[CH:7][N:8]2[S:11]([C:14]2[CH:15]=[CH:16][CH:17]=[CH:18][CH:19]=2)(=[O:13])=[O:12])=[CH:4][CH:3]=1, predict the reactants needed to synthesize it. The reactants are: [F:1][C:2]1[CH:10]=[C:9]2[C:5]([C:6]([C:20]3[CH:21]=[N:22][N:23]([CH:25]4[CH2:30][CH2:29][C:28](=[O:31])[CH2:27][CH2:26]4)[CH:24]=3)=[CH:7][N:8]2[S:11]([C:14]2[CH:19]=[CH:18][CH:17]=[CH:16][CH:15]=2)(=[O:13])=[O:12])=[CH:4][CH:3]=1.[BH4-].[Na+]. (4) Given the product [CH2:14]([NH:21][C:6]1[C:5]([CH3:12])=[C:4]([CH3:13])[N:3]=[C:2]([Cl:1])[C:7]=1[N+:8]([O-:10])=[O:9])[C:15]1[CH:20]=[CH:19][CH:18]=[CH:17][CH:16]=1, predict the reactants needed to synthesize it. The reactants are: [Cl:1][C:2]1[C:7]([N+:8]([O-:10])=[O:9])=[C:6](Cl)[C:5]([CH3:12])=[C:4]([CH3:13])[N:3]=1.[CH2:14]([NH2:21])[C:15]1[CH:20]=[CH:19][CH:18]=[CH:17][CH:16]=1.C(=O)([O-])[O-].[K+].[K+].